From a dataset of Forward reaction prediction with 1.9M reactions from USPTO patents (1976-2016). Predict the product of the given reaction. (1) Given the reactants Cl[C:2]1[N:7]=[C:6]([NH:8][CH:9]2[CH2:14][C:13]([CH3:16])([CH3:15])[NH:12][C:11]([CH3:18])([CH3:17])[CH2:10]2)[C:5]([F:19])=[CH:4][N:3]=1.[CH:20]1([C:23]2[CH:28]=[CH:27][C:26]([NH2:29])=[CH:25][C:24]=2[N:30]2[CH:34]=[N:33][N:32]=[N:31]2)[CH2:22][CH2:21]1.S(O)(C1C=CC(C)=CC=1)(=O)=O, predict the reaction product. The product is: [CH:20]1([C:23]2[CH:28]=[CH:27][C:26]([NH:29][C:2]3[N:7]=[C:6]([NH:8][CH:9]4[CH2:14][C:13]([CH3:16])([CH3:15])[NH:12][C:11]([CH3:18])([CH3:17])[CH2:10]4)[C:5]([F:19])=[CH:4][N:3]=3)=[CH:25][C:24]=2[N:30]2[CH:34]=[N:33][N:32]=[N:31]2)[CH2:22][CH2:21]1. (2) Given the reactants [NH2:1][CH2:2][CH2:3][C:4]1[CH:9]=[CH:8][C:7]([C:10]2[CH:15]=[CH:14][C:13]([CH:16]([CH3:25])[CH2:17][NH:18][S:19]([CH:22]([CH3:24])[CH3:23])(=[O:21])=[O:20])=[CH:12][CH:11]=2)=[CH:6][CH:5]=1.C(N(CC)CC)C.[CH3:33][S:34](Cl)(=[O:36])=[O:35].C(OCC)(=O)C.CCCCCC, predict the reaction product. The product is: [CH3:23][CH:22]([S:19]([NH:18][CH2:17][CH:16]([C:13]1[CH:14]=[CH:15][C:10]([C:7]2[CH:6]=[CH:5][C:4]([CH2:3][CH2:2][NH:1][S:34]([CH3:33])(=[O:36])=[O:35])=[CH:9][CH:8]=2)=[CH:11][CH:12]=1)[CH3:25])(=[O:21])=[O:20])[CH3:24].